Dataset: Reaction yield outcomes from USPTO patents with 853,638 reactions. Task: Predict the reaction yield, written as a fraction of the theoretical maximum amount of product (1.0 means a 100% yield; for example, 0.34 means a 34% yield). The reactants are [BH4-].[Na+].[Br:3][C:4]1[CH:5]=[C:6]([CH:9]=[CH:10][CH:11]=1)[CH:7]=[O:8]. The catalyst is CCO. The product is [Br:3][C:4]1[CH:5]=[C:6]([CH2:7][OH:8])[CH:9]=[CH:10][CH:11]=1. The yield is 0.998.